This data is from HIV replication inhibition screening data with 41,000+ compounds from the AIDS Antiviral Screen. The task is: Binary Classification. Given a drug SMILES string, predict its activity (active/inactive) in a high-throughput screening assay against a specified biological target. (1) The drug is CC(=O)Nc1ccc(Nc2cc(=O)n(C)c(=O)[nH]2)cc1. The result is 0 (inactive). (2) The molecule is CCOC1(C)Nc2cc(OC)cc3c2N1C(=O)CCS3. The result is 0 (inactive). (3) The molecule is O=[N+]([O-])c1ccc(CSc2nncc3nc[nH]c23)cc1. The result is 0 (inactive). (4) The compound is CCN(CCO)C(=O)C1(c2ccccc2)CCCCC1. The result is 1 (active). (5) The drug is COCN1C(=O)C2CC(C=CC(N)=O)=CN2C(=O)c2ccccc21. The result is 0 (inactive). (6) The molecule is Cc1nc(N(C(C)C)C(C)C)c(C(C)C)o1. The result is 0 (inactive). (7) The compound is O=C(CCC=C(CS(=O)(=O)c1ccccc1)S(=O)(=O)c1ccccc1)c1ccccc1. The result is 0 (inactive). (8) The drug is CNC(=S)NN=C(C)c1cc(OC)ccc1O. The result is 0 (inactive). (9) The molecule is COc1ccc(-c2cc(=O)c3ccccc3o2)c(OC)c1OC. The result is 0 (inactive).